From a dataset of Reaction yield outcomes from USPTO patents with 853,638 reactions. Predict the reaction yield, written as a fraction of the theoretical maximum amount of product (1.0 means a 100% yield; for example, 0.34 means a 34% yield). The reactants are [C:1]([C:3]1[C:4]([I:15])=[C:5]([C:10]([O:12][CH2:13][CH3:14])=[O:11])[S:6][C:7]=1SC)#[N:2].[CH:16]1C=C(Cl)C=C(C(OO)=O)C=1.[S:27]([O-:30])([O-])=[O:28].[Na+].[Na+].C(=O)([O-])[O-].[K+].[K+]. The catalyst is C(Cl)Cl.C1COCC1. The product is [I:15][C:4]1[C:3]([C:1]#[N:2])=[C:7]([S:27]([CH3:16])(=[O:30])=[O:28])[S:6][C:5]=1[C:10]([O:12][CH2:13][CH3:14])=[O:11]. The yield is 0.780.